This data is from Forward reaction prediction with 1.9M reactions from USPTO patents (1976-2016). The task is: Predict the product of the given reaction. (1) The product is: [C:13]([C:14]1[C:10](=[O:11])[N:9]([C:3]2[C:2]([Cl:1])=[CH:7][CH:6]=[CH:5][C:4]=2[Cl:8])[C:18]([CH3:23])=[CH:19][C:15]=1[OH:16])(=[O:17])[CH3:12]. Given the reactants [Cl:1][C:2]1[CH:7]=[CH:6][CH:5]=[C:4]([Cl:8])[C:3]=1[N:9]=[C:10]=[O:11].[CH2:12]=[C:13]1[O:17][C:15](=[O:16])[CH2:14]1.[C:18]1(C)[CH:23]=CC=C[CH:19]=1, predict the reaction product. (2) Given the reactants [Cl:1][C:2]1[CH:7]=[C:6]([C:8](C#N)([CH3:14])[C:9]([O:11]CC)=[O:10])[CH:5]=[CH:4][N:3]=1, predict the reaction product. The product is: [Cl:1][C:2]1[CH:7]=[C:6]([CH:8]([CH3:14])[C:9]([OH:11])=[O:10])[CH:5]=[CH:4][N:3]=1. (3) The product is: [C:10]([O:9][C:7]([N:1]1[CH2:6][CH2:5][N:4]([C:15]2[C:20]([C:21]([F:24])([F:23])[F:22])=[CH:19][CH:18]=[CH:17][N:16]=2)[CH2:3][CH2:2]1)=[O:8])([CH3:13])([CH3:12])[CH3:11]. Given the reactants [N:1]1([C:7]([O:9][C:10]([CH3:13])([CH3:12])[CH3:11])=[O:8])[CH2:6][CH2:5][NH:4][CH2:3][CH2:2]1.Cl[C:15]1[C:20]([C:21]([F:24])([F:23])[F:22])=[CH:19][CH:18]=[CH:17][N:16]=1.C(N(C(C)C)CC)(C)C, predict the reaction product. (4) Given the reactants Br[CH2:2][C:3]1[C:8]([CH3:9])=[CH:7][CH:6]=[CH:5][C:4]=1[N:10]1[C:14](=[O:15])[N:13]([CH3:16])[N:12]=[N:11]1.[CH3:17][C:18]1[CH:23]=[CH:22][CH:21]=[CH:20][C:19]=1[N:24]1[CH:28]=[CH:27][C:26]([OH:29])=[N:25]1.C(=O)([O-])[O-].[K+].[K+].C(#N)C, predict the reaction product. The product is: [CH3:17][C:18]1[CH:23]=[CH:22][CH:21]=[CH:20][C:19]=1[N:24]1[CH:28]=[CH:27][C:26]([O:29][CH2:2][C:3]2[C:8]([CH3:9])=[CH:7][CH:6]=[CH:5][C:4]=2[N:10]2[C:14](=[O:15])[N:13]([CH3:16])[N:12]=[N:11]2)=[N:25]1. (5) Given the reactants [N+:1]([C:4]1[CH:9]=[CH:8][C:7]([Cl:10])=[CH:6][C:5]=1[C:11]#[C:12][C:13]1[CH:22]=[CH:21][C:16]([C:17]([O:19][CH3:20])=[O:18])=[CH:15][CH:14]=1)([O-])=O, predict the reaction product. The product is: [NH2:1][C:4]1[CH:9]=[CH:8][C:7]([Cl:10])=[CH:6][C:5]=1[C:11]#[C:12][C:13]1[CH:14]=[CH:15][C:16]([C:17]([O:19][CH3:20])=[O:18])=[CH:21][CH:22]=1. (6) Given the reactants C(OC([N:8]1[CH2:13][CH2:12][N:11]([C:14]2[C:19]([C:20]3[CH:25]=[CH:24][CH:23]=[CH:22][C:21]=3[C:26]([F:29])([F:28])[F:27])=[N:18][CH:17]=[CH:16][N:15]=2)[CH2:10][CH2:9]1)=O)(C)(C)C.[ClH:30], predict the reaction product. The product is: [ClH:30].[ClH:30].[F:29][C:26]([F:27])([F:28])[C:21]1[CH:22]=[CH:23][CH:24]=[CH:25][C:20]=1[C:19]1[C:14]([N:11]2[CH2:10][CH2:9][NH:8][CH2:13][CH2:12]2)=[N:15][CH:16]=[CH:17][N:18]=1. (7) Given the reactants [Cl:1][C:2]1[CH:3]=[N+:4]([O-:27])[CH:5]=[C:6]([Cl:26])[C:7]=1[CH2:8][CH:9]([C:11]1[CH:16]=[CH:15][C:14]([O:17][CH:18]([F:20])[F:19])=[C:13]([O:21][CH2:22][CH:23]2[CH2:25][CH2:24]2)[CH:12]=1)[OH:10].[C:28]([O:32][C:33]([NH:35][C@H:36]([CH2:40][C:41]1[CH:46]=[CH:45][CH:44]=[CH:43][CH:42]=1)[C:37](O)=[O:38])=[O:34])([CH3:31])([CH3:30])[CH3:29].C(Cl)CCl, predict the reaction product. The product is: [C:28]([O:32][C:33]([NH:35][C@H:36]([CH2:40][C:41]1[CH:42]=[CH:43][CH:44]=[CH:45][CH:46]=1)[C:37]([O:10][C@H:9]([C:11]1[CH:16]=[CH:15][C:14]([O:17][CH:18]([F:20])[F:19])=[C:13]([O:21][CH2:22][CH:23]2[CH2:25][CH2:24]2)[CH:12]=1)[CH2:8][C:7]1[C:6]([Cl:26])=[CH:5][N+:4]([O-:27])=[CH:3][C:2]=1[Cl:1])=[O:38])=[O:34])([CH3:31])([CH3:29])[CH3:30]. (8) Given the reactants Br[CH2:2][C:3]([C:5]1[C:6]([C:11]2[CH:16]=[CH:15][CH:14]=[CH:13][CH:12]=2)=[N:7][O:8][C:9]=1[CH3:10])=O.[NH2:17][C:18]1[CH:23]=[CH:22][C:21]([Br:24])=[CH:20][N:19]=1, predict the reaction product. The product is: [Br:24][C:21]1[CH:22]=[CH:23][C:18]2[N:19]([CH:2]=[C:3]([C:5]3[C:6]([C:11]4[CH:16]=[CH:15][CH:14]=[CH:13][CH:12]=4)=[N:7][O:8][C:9]=3[CH3:10])[N:17]=2)[CH:20]=1. (9) The product is: [ClH:42].[CH3:20][N:19]([CH2:18][CH:13]1[CH2:12][CH2:11][C:10]2[C:15](=[CH:16][CH:17]=[C:8]([O:7][CH2:6][C:5]3[CH:22]=[CH:23][C:2]([C:29]4[CH:30]=[CH:31][C:26]([O:25][CH3:24])=[CH:27][CH:28]=4)=[CH:3][CH:4]=3)[CH:9]=2)[CH2:14]1)[CH3:21]. Given the reactants Br[C:2]1[CH:23]=[CH:22][C:5]([CH2:6][O:7][C:8]2[CH:9]=[C:10]3[C:15](=[CH:16][CH:17]=2)[CH2:14][CH:13]([CH2:18][N:19]([CH3:21])[CH3:20])[CH2:12][CH2:11]3)=[CH:4][CH:3]=1.[CH3:24][O:25][C:26]1[CH:31]=[CH:30][C:29](OB(O)O)=[CH:28][CH:27]=1.C(=O)([O-])[O-].[Na+].[Na+].[Cl-:42].[Na+], predict the reaction product. (10) The product is: [CH3:28][O:29][C:30]1[CH:31]=[C:32]2[C:37](=[CH:38][C:39]=1[O:40][CH3:41])[C:36]([CH3:42])=[N:35][CH:34]=[C:33]2[CH2:43][C:44]1[NH:13][C:14]2[C:15](=[O:27])[N:16]([CH3:26])[C:17](=[O:25])[N:18]([CH2:21][CH:22]([CH3:23])[CH3:24])[C:19]=2[N:20]=1. Given the reactants Cl.CN(C)CCCN=C=NCC.[NH2:13][C:14]1[C:15](=[O:27])[N:16]([CH3:26])[C:17](=[O:25])[N:18]([CH2:21][CH:22]([CH3:24])[CH3:23])[C:19]=1[NH2:20].[CH3:28][O:29][C:30]1[CH:31]=[C:32]2[C:37](=[CH:38][C:39]=1[O:40][CH3:41])[C:36]([CH3:42])=[N:35][CH:34]=[C:33]2[CH2:43][C:44](O)=O, predict the reaction product.